Dataset: NCI-60 drug combinations with 297,098 pairs across 59 cell lines. Task: Regression. Given two drug SMILES strings and cell line genomic features, predict the synergy score measuring deviation from expected non-interaction effect. Drug 1: CNC(=O)C1=CC=CC=C1SC2=CC3=C(C=C2)C(=NN3)C=CC4=CC=CC=N4. Synergy scores: CSS=2.69, Synergy_ZIP=-4.55, Synergy_Bliss=-7.16, Synergy_Loewe=-5.30, Synergy_HSA=-5.47. Drug 2: C(CC(=O)O)C(=O)CN.Cl. Cell line: EKVX.